From a dataset of Peptide-MHC class I binding affinity with 185,985 pairs from IEDB/IMGT. Regression. Given a peptide amino acid sequence and an MHC pseudo amino acid sequence, predict their binding affinity value. This is MHC class I binding data. The peptide sequence is SRKASNTIL. The MHC is HLA-A02:03 with pseudo-sequence HLA-A02:03. The binding affinity (normalized) is 0.0847.